This data is from Peptide-MHC class II binding affinity with 134,281 pairs from IEDB. The task is: Regression. Given a peptide amino acid sequence and an MHC pseudo amino acid sequence, predict their binding affinity value. This is MHC class II binding data. (1) The peptide sequence is SAHCIGITDRDFIEG. The MHC is DRB3_0101 with pseudo-sequence DRB3_0101. The binding affinity (normalized) is 0.361. (2) The peptide sequence is EGHLRFLKNIILPVY. The MHC is H-2-IAb with pseudo-sequence H-2-IAb. The binding affinity (normalized) is 0.154. (3) The peptide sequence is GEQLYISVISPARSL. The MHC is HLA-DPA10301-DPB10402 with pseudo-sequence HLA-DPA10301-DPB10402. The binding affinity (normalized) is 0.800. (4) The peptide sequence is GADATAAAAFEQFLA. The MHC is DRB4_0101 with pseudo-sequence DRB4_0103. The binding affinity (normalized) is 0.348. (5) The peptide sequence is KIGDDATLSCNRN. The MHC is HLA-DPA10201-DPB10501 with pseudo-sequence HLA-DPA10201-DPB10501. The binding affinity (normalized) is 0.0362. (6) The peptide sequence is KKCDESVLTRLEAWLTE. The MHC is DRB1_0801 with pseudo-sequence DRB1_0801. The binding affinity (normalized) is 0.498. (7) The peptide sequence is FVHLGHRDNIEDDLL. The MHC is HLA-DQA10501-DQB10301 with pseudo-sequence HLA-DQA10501-DQB10301. The binding affinity (normalized) is 0.118. (8) The peptide sequence is AFKVAKTAANAAPAN. The MHC is HLA-DPA10103-DPB10301 with pseudo-sequence HLA-DPA10103-DPB10301. The binding affinity (normalized) is 0.671. (9) The peptide sequence is VGLRVVCAKYAL. The MHC is DRB1_1501 with pseudo-sequence DRB1_1501. The binding affinity (normalized) is 0.538.